This data is from Forward reaction prediction with 1.9M reactions from USPTO patents (1976-2016). The task is: Predict the product of the given reaction. (1) Given the reactants [C:1]([OH:9])(=[O:8])[C:2]([CH2:4][C:5]([OH:7])=O)=[CH2:3].[NH2:10][C:11]1[CH:12]=[C:13]([CH:16]=[CH:17][CH:18]=1)[CH2:14][OH:15], predict the reaction product. The product is: [OH:15][CH2:14][C:13]1[CH:12]=[C:11]([N:10]2[C:5](=[O:7])[CH2:4][CH:2]([C:1]([OH:9])=[O:8])[CH2:3]2)[CH:18]=[CH:17][CH:16]=1. (2) Given the reactants [CH3:1][NH:2][S:3]([CH3:6])(=[O:5])=[O:4].[C:7](=O)([O-])[O-].[K+].[K+].BrC[C:15]1[CH:22]=[CH:21][CH:20]=[CH:19][C:16]=1[C:17]#[N:18], predict the reaction product. The product is: [C:17]([C:16]1[CH:19]=[CH:20][CH:21]=[CH:22][C:15]=1[CH2:1][N:2]([CH3:7])[S:3]([CH3:6])(=[O:5])=[O:4])#[N:18]. (3) Given the reactants [NH2:1][C:2]1[N:7]=[CH:6][C:5]([C:8]#[C:9][CH2:10][OH:11])=[CH:4][CH:3]=1.NC1C=CC=CN=1, predict the reaction product. The product is: [NH2:1][C:2]1[N:7]=[CH:6][C:5]([CH2:8][CH2:9][CH2:10][OH:11])=[CH:4][CH:3]=1.